From a dataset of Experimentally validated miRNA-target interactions with 360,000+ pairs, plus equal number of negative samples. Binary Classification. Given a miRNA mature sequence and a target amino acid sequence, predict their likelihood of interaction. The protein sequence of the target gene is MAGVACLGKAADADEWCDSGLGSLGPDAAAPGGPGLGAELGPGLSWAPLVFGYVTEDGDTALHLAVIHQHEPFLDFLLGFSAGTEYMDLQNDLGQTALHLAAILGETSTVEKLYAAGAGLCVAERRGHTALHLACRVGAHACARALLQPRPRRPREAPDTYLAQGPDRTPDTNHTPVALYPDSDLEKEEEESEEDWKLQLEAENYEGHTPLHVAVIHKDVEMVRLLRDAGADLDKPEPTCGRSPLHLAVEAQAADVLELLLRAGANPAARMYGGRTPLGSAMLRPNPILARLLRAHGAPE.... Result: 1 (interaction). The miRNA is hsa-miR-4426 with sequence GAAGAUGGACGUACUUU.